Task: Predict the reaction yield, written as a fraction of the theoretical maximum amount of product (1.0 means a 100% yield; for example, 0.34 means a 34% yield).. Dataset: Reaction yield outcomes from USPTO patents with 853,638 reactions The reactants are [OH-].[K+].[Cl:3][C:4]1[CH:9]=[CH:8][C:7]([C:10]2[S:11][C:12]([C:16]([CH2:18][NH:19][C@H:20]3[CH2:25][CH2:24][CH2:23][N:22]([C:26]4[CH:27]=[C:28]([CH:33]=[CH:34][CH:35]=4)[C:29]([O:31]C)=[O:30])[CH2:21]3)=[O:17])=[C:13]([CH3:15])[N:14]=2)=[CH:6][CH:5]=1. The catalyst is CO. The product is [Cl:3][C:4]1[CH:9]=[CH:8][C:7]([C:10]2[S:11][C:12]([C:16]([CH2:18][NH:19][C@H:20]3[CH2:25][CH2:24][CH2:23][N:22]([C:26]4[CH:27]=[C:28]([CH:33]=[CH:34][CH:35]=4)[C:29]([OH:31])=[O:30])[CH2:21]3)=[O:17])=[C:13]([CH3:15])[N:14]=2)=[CH:6][CH:5]=1. The yield is 0.980.